This data is from Reaction yield outcomes from USPTO patents with 853,638 reactions. The task is: Predict the reaction yield, written as a fraction of the theoretical maximum amount of product (1.0 means a 100% yield; for example, 0.34 means a 34% yield). The reactants are [CH3:1][O:2][C:3]([C:5]1[CH:13]=[CH:12][C:8]([C:9]([OH:11])=O)=[CH:7][CH:6]=1)=[O:4].C(N(CC)CC)C.CN(C(ON1N=NC2C=CC=NC1=2)=[N+](C)C)C.F[P-](F)(F)(F)(F)F.[NH2:45][CH:46]1[CH2:51][CH2:50][N:49]([CH2:52][C:53]2[CH:60]=[CH:59][C:56]([C:57]#[N:58])=[CH:55][CH:54]=2)[CH2:48][CH2:47]1.Cl. The catalyst is CN(C)C=O.O. The product is [C:57]([C:56]1[CH:55]=[CH:54][C:53]([CH2:52][N:49]2[CH2:48][CH2:47][CH:46]([NH:45][C:9]([C:8]3[CH:7]=[CH:6][C:5]([C:3]([O:2][CH3:1])=[O:4])=[CH:13][CH:12]=3)=[O:11])[CH2:51][CH2:50]2)=[CH:60][CH:59]=1)#[N:58]. The yield is 0.440.